Dataset: Full USPTO retrosynthesis dataset with 1.9M reactions from patents (1976-2016). Task: Predict the reactants needed to synthesize the given product. (1) Given the product [N+:1]([O:4][CH2:20][C:12]1[CH:13]=[C:14]([CH2:18][OH:19])[CH:15]=[CH:16][CH:17]=1)([O-:3])=[O:2], predict the reactants needed to synthesize it. The reactants are: [N+:1]([O-:4])([OH:3])=[O:2].C(OC(=O)C)(=O)C.[C:12]1([CH2:20]O)[CH:17]=[CH:16][CH:15]=[C:14]([CH2:18][OH:19])[CH:13]=1.CCOC(C)=O. (2) Given the product [CH3:1][N:2]([CH3:14])[C:3]1[CH:12]=[C:11]2[C:6]([CH:7]=[CH:8][C:9]([CH:13]=[O:16])=[N:10]2)=[CH:5][CH:4]=1, predict the reactants needed to synthesize it. The reactants are: [CH3:1][N:2]([CH3:14])[C:3]1[CH:12]=[C:11]2[C:6]([CH:7]=[CH:8][C:9]([CH3:13])=[N:10]2)=[CH:5][CH:4]=1.[Se](=O)=[O:16]. (3) The reactants are: ClC1C=C([CH2:8][CH2:9][CH2:10][N:11]([C@H:25]2[CH2:30][CH2:29][C@H:28]([CH3:31])[CH2:27][CH2:26]2)[C:12](=[O:24])[NH:13][C:14]2[S:15][C:16]([S:19][CH2:20][C:21]([OH:23])=[O:22])=[CH:17][N:18]=2)C=CC=1.[C:32]1([CH2:38][CH2:39]CCC(O)=O)[CH:37]=[CH:36][CH:35]=[CH:34][CH:33]=1.C(OC(=O)CSC1SC(N)=NC=1)C. Given the product [CH3:31][C@H:28]1[CH2:27][CH2:26][C@H:25]([N:11]([CH2:10][CH2:9][CH2:8][CH2:39][CH2:38][C:32]2[CH:37]=[CH:36][CH:35]=[CH:34][CH:33]=2)[C:12](=[O:24])[NH:13][C:14]2[S:15][C:16]([S:19][CH2:20][C:21]([OH:23])=[O:22])=[CH:17][N:18]=2)[CH2:30][CH2:29]1, predict the reactants needed to synthesize it. (4) Given the product [ClH:14].[NH2:2][CH2:1][C:3]1[CH:4]=[C:5]([CH:10]=[C:11]([CH3:13])[CH:12]=1)[C:6]([O:8][CH3:9])=[O:7], predict the reactants needed to synthesize it. The reactants are: [C:1]([C:3]1[CH:4]=[C:5]([CH:10]=[C:11]([CH3:13])[CH:12]=1)[C:6]([O:8][CH3:9])=[O:7])#[N:2].[ClH:14].NCC1C=C(C=C(OC)C=1)C(OC)=O. (5) The reactants are: Br[C:2]1[CH:7]=[CH:6][C:5]([C:8]2[N:17]=[C:16]([NH:18][C:19]3[NH:20][N:21]=[C:22]([CH3:24])[CH:23]=3)[C:15]3[C:10](=[CH:11][CH:12]=[CH:13][CH:14]=3)[N:9]=2)=[CH:4][CH:3]=1.C[Si]([C:29]#[CH:30])(C)C.C(N(CC)CC)C. Given the product [C:29]([C:2]1[CH:7]=[CH:6][C:5]([C:8]2[N:17]=[C:16]([NH:18][C:19]3[NH:20][N:21]=[C:22]([CH3:24])[CH:23]=3)[C:15]3[C:10](=[CH:11][CH:12]=[CH:13][CH:14]=3)[N:9]=2)=[CH:4][CH:3]=1)#[CH:30], predict the reactants needed to synthesize it. (6) Given the product [C:1]([C:3]1[CH:4]=[C:5]([CH:6]=[CH:7][CH:8]=1)[O:9][C@H:11]1[CH2:16][CH2:15][C@H:14]([C:17]([O:19][CH3:20])=[O:18])[CH2:13][CH2:12]1)#[N:2], predict the reactants needed to synthesize it. The reactants are: [C:1]([C:3]1[CH:4]=[C:5]([OH:9])[CH:6]=[CH:7][CH:8]=1)#[N:2].O[C@@H:11]1[CH2:16][CH2:15][C@H:14]([C:17]([O:19][CH3:20])=[O:18])[CH2:13][CH2:12]1.C(C=P(CCCC)(CCCC)CCCC)#N. (7) Given the product [C:1]1([S:7]([C:10]2[CH:24]=[CH:23][C:13]([O:14][CH2:15][C@H:16]([OH:17])[CH2:20][OH:33])=[C:12]([Br:25])[CH:11]=2)(=[O:9])=[O:8])[CH:6]=[CH:5][CH:4]=[CH:3][CH:2]=1, predict the reactants needed to synthesize it. The reactants are: [C:1]1([S:7]([C:10]2[CH:24]=[CH:23][C:13]([O:14][CH2:15][C@@H:16]3[CH2:20]CC(C)(C)[O:17]3)=[C:12]([Br:25])[CH:11]=2)(=[O:9])=[O:8])[CH:6]=[CH:5][CH:4]=[CH:3][CH:2]=1.C1(C)C=CC(S([O-])(=O)=[O:33])=CC=1.